Predict the product of the given reaction. From a dataset of Forward reaction prediction with 1.9M reactions from USPTO patents (1976-2016). (1) Given the reactants [CH2:1]([N:3]1[CH2:8][CH2:7][NH:6][CH2:5][CH2:4]1)[CH3:2].Cl[C:10]1[N:15]=[CH:14][C:13]([C:16]2[CH:21]=[CH:20][CH:19]=[CH:18][N:17]=2)=[CH:12][CH:11]=1, predict the reaction product. The product is: [CH2:1]([N:3]1[CH2:8][CH2:7][N:6]([C:10]2[N:15]=[CH:14][C:13]([C:16]3[CH:21]=[CH:20][CH:19]=[CH:18][N:17]=3)=[CH:12][CH:11]=2)[CH2:5][CH2:4]1)[CH3:2]. (2) Given the reactants C(=O)([O-])[O-].[K+].[K+].Br[C:8]1[CH:13]=[C:12]([CH2:14][N:15]2[C:23](=[O:24])[C:22]3[C:17](=[CH:18][CH:19]=[CH:20][CH:21]=3)[C:16]2=[O:25])[CH:11]=[CH:10][N:9]=1.[F:26][C:27]([F:44])([F:43])[C:28]1[N:33]=[CH:32][C:31](B(OC(C)C)OC(C)C)=[CH:30][N:29]=1.O, predict the reaction product. The product is: [F:26][C:27]([F:44])([F:43])[C:28]1[N:33]=[CH:32][C:31]([C:8]2[CH:13]=[C:12]([CH2:14][N:15]3[C:23](=[O:24])[C:22]4[C:17](=[CH:18][CH:19]=[CH:20][CH:21]=4)[C:16]3=[O:25])[CH:11]=[CH:10][N:9]=2)=[CH:30][N:29]=1. (3) Given the reactants [C:1](=[O:32])([O:3][C@@:4]1([C:28]([CH3:31])([CH3:30])[CH3:29])[C:9]2[CH:10]=[C:11]([O:15][CH3:16])[C:12]([NH2:14])=[CH:13][C:8]=2[O:7][C:6]([CH3:18])([CH3:17])[C@@:5]1([CH2:20][CH2:21][C:22]1[CH:27]=[CH:26][CH:25]=[CH:24][CH:23]=1)[OH:19])[NH2:2].N1C=CC=CC=1.[Cl:39][CH2:40][S:41](Cl)(=[O:43])=[O:42], predict the reaction product. The product is: [C:1](=[O:32])([O:3][C@@:4]1([C:28]([CH3:31])([CH3:30])[CH3:29])[C:9]2[CH:10]=[C:11]([O:15][CH3:16])[C:12]([NH:14][S:41]([CH2:40][Cl:39])(=[O:43])=[O:42])=[CH:13][C:8]=2[O:7][C:6]([CH3:18])([CH3:17])[C@@:5]1([CH2:20][CH2:21][C:22]1[CH:23]=[CH:24][CH:25]=[CH:26][CH:27]=1)[OH:19])[NH2:2]. (4) Given the reactants Cl[C:2]1[CH2:3][CH2:4][N:5]([C:10]([O:12][CH2:13][CH3:14])=[O:11])[CH2:6][C:7]=1[CH:8]=O.C(N(CC)CC)C.[C:22]([O:26][CH2:27][CH3:28])(=[O:25])[CH2:23][SH:24].[OH-].[K+], predict the reaction product. The product is: [S:24]1[C:2]2[CH2:3][CH2:4][N:5]([C:10]([O:12][CH2:13][CH3:14])=[O:11])[CH2:6][C:7]=2[CH:8]=[C:23]1[C:22]([O:26][CH2:27][CH3:28])=[O:25]. (5) Given the reactants C([O:8][C:9]1[CH:33]=[CH:32][C:31]([CH:34]2[CH2:39][CH2:38][N:37]([CH3:40])[CH2:36][CH2:35]2)=[CH:30][C:10]=1[C:11]([NH:13][C:14]1[CH:23]=[C:22]([C:24]2[CH:29]=[CH:28][CH:27]=[CH:26][CH:25]=2)[CH:21]=[CH:20][C:15]=1[C:16]([O:18][CH3:19])=[O:17])=[O:12])C1C=CC=CC=1, predict the reaction product. The product is: [OH:8][C:9]1[CH:33]=[CH:32][C:31]([CH:34]2[CH2:35][CH2:36][N:37]([CH3:40])[CH2:38][CH2:39]2)=[CH:30][C:10]=1[C:11]([NH:13][C:14]1[CH:23]=[C:22]([C:24]2[CH:29]=[CH:28][CH:27]=[CH:26][CH:25]=2)[CH:21]=[CH:20][C:15]=1[C:16]([O:18][CH3:19])=[O:17])=[O:12].